Dataset: NCI-60 drug combinations with 297,098 pairs across 59 cell lines. Task: Regression. Given two drug SMILES strings and cell line genomic features, predict the synergy score measuring deviation from expected non-interaction effect. Drug 1: CN1C(=O)N2C=NC(=C2N=N1)C(=O)N. Drug 2: CCCCCOC(=O)NC1=NC(=O)N(C=C1F)C2C(C(C(O2)C)O)O. Cell line: SN12C. Synergy scores: CSS=-1.09, Synergy_ZIP=-1.06, Synergy_Bliss=-4.13, Synergy_Loewe=-4.15, Synergy_HSA=-5.74.